From a dataset of NCI-60 drug combinations with 297,098 pairs across 59 cell lines. Regression. Given two drug SMILES strings and cell line genomic features, predict the synergy score measuring deviation from expected non-interaction effect. Drug 1: CN(CC1=CN=C2C(=N1)C(=NC(=N2)N)N)C3=CC=C(C=C3)C(=O)NC(CCC(=O)O)C(=O)O. Drug 2: CC1=C(C=C(C=C1)NC(=O)C2=CC=C(C=C2)CN3CCN(CC3)C)NC4=NC=CC(=N4)C5=CN=CC=C5. Cell line: RXF 393. Synergy scores: CSS=36.0, Synergy_ZIP=0.226, Synergy_Bliss=5.44, Synergy_Loewe=11.7, Synergy_HSA=8.28.